From a dataset of Forward reaction prediction with 1.9M reactions from USPTO patents (1976-2016). Predict the product of the given reaction. (1) Given the reactants [F:1][C:2]1[CH:7]=[CH:6][C:5]([O:8][C:9]2[CH:10]=[N:11][C:12]([N+:15]([O-])=O)=[CH:13][CH:14]=2)=[CH:4][C:3]=1[NH:18][C:19]([NH:21][C:22]1[N:26]([C:27]2[CH:28]=[C:29]3[C:34](=[CH:35][CH:36]=2)[N:33]=[CH:32][CH:31]=[CH:30]3)[N:25]=[C:24]([CH:37]([CH3:39])[CH3:38])[CH:23]=1)=[O:20].[NH4+].[Cl-], predict the reaction product. The product is: [NH2:15][C:12]1[N:11]=[CH:10][C:9]([O:8][C:5]2[CH:6]=[CH:7][C:2]([F:1])=[C:3]([NH:18][C:19]([NH:21][C:22]3[N:26]([C:27]4[CH:28]=[C:29]5[C:34](=[CH:35][CH:36]=4)[N:33]=[CH:32][CH:31]=[CH:30]5)[N:25]=[C:24]([CH:37]([CH3:38])[CH3:39])[CH:23]=3)=[O:20])[CH:4]=2)=[CH:14][CH:13]=1. (2) The product is: [Cl:21][C:2]1[CH:3]=[CH:4][C:5](/[CH:8]=[N:9]/[NH:10][S:11]([C:14]2[CH:19]=[CH:18][C:17]([CH3:20])=[CH:16][CH:15]=2)(=[O:13])=[O:12])=[N:6][CH:7]=1. Given the reactants F[C:2]1[CH:3]=[CH:4][C:5](/[CH:8]=[N:9]/[NH:10][S:11]([C:14]2[CH:19]=[CH:18][C:17]([CH3:20])=[CH:16][CH:15]=2)(=[O:13])=[O:12])=[N:6][CH:7]=1.[Cl:21]C1C=CC(C=O)=NC=1, predict the reaction product. (3) Given the reactants [H-].[Na+].[C:3]([CH2:5][C:6]([O:8][CH3:9])=[O:7])#[N:4].Br[CH:11]([CH3:24])[C:12]([C:14]1[CH:19]=[CH:18][CH:17]=[CH:16][C:15]=1[C:20]([F:23])([F:22])[F:21])=[O:13], predict the reaction product. The product is: [CH3:9][O:8][C:6](=[O:7])[CH:5]([C:3]#[N:4])[CH:11]([CH3:24])[C:12](=[O:13])[C:14]1[CH:19]=[CH:18][CH:17]=[CH:16][C:15]=1[C:20]([F:21])([F:22])[F:23].